From a dataset of NCI-60 drug combinations with 297,098 pairs across 59 cell lines. Regression. Given two drug SMILES strings and cell line genomic features, predict the synergy score measuring deviation from expected non-interaction effect. (1) Drug 1: C1CCC(CC1)NC(=O)N(CCCl)N=O. Drug 2: CCC1=C2CN3C(=CC4=C(C3=O)COC(=O)C4(CC)O)C2=NC5=C1C=C(C=C5)O. Cell line: MALME-3M. Synergy scores: CSS=20.6, Synergy_ZIP=-7.62, Synergy_Bliss=0.310, Synergy_Loewe=-12.6, Synergy_HSA=0.980. (2) Drug 1: CCC1=C2CN3C(=CC4=C(C3=O)COC(=O)C4(CC)O)C2=NC5=C1C=C(C=C5)O. Drug 2: CC(C)CN1C=NC2=C1C3=CC=CC=C3N=C2N. Cell line: HS 578T. Synergy scores: CSS=13.3, Synergy_ZIP=-1.48, Synergy_Bliss=0.140, Synergy_Loewe=-10.5, Synergy_HSA=-2.23. (3) Drug 1: CC=C1C(=O)NC(C(=O)OC2CC(=O)NC(C(=O)NC(CSSCCC=C2)C(=O)N1)C(C)C)C(C)C. Drug 2: C1=NNC2=C1C(=O)NC=N2. Cell line: NCIH23. Synergy scores: CSS=56.2, Synergy_ZIP=0.177, Synergy_Bliss=2.74, Synergy_Loewe=-46.9, Synergy_HSA=3.72.